From a dataset of Peptide-MHC class I binding affinity with 185,985 pairs from IEDB/IMGT. Regression. Given a peptide amino acid sequence and an MHC pseudo amino acid sequence, predict their binding affinity value. This is MHC class I binding data. (1) The peptide sequence is SLTPSPLDL. The MHC is HLA-A02:01 with pseudo-sequence HLA-A02:01. The binding affinity (normalized) is 0.505. (2) The peptide sequence is VLAFITFLRV. The MHC is HLA-A02:01 with pseudo-sequence HLA-A02:01. The binding affinity (normalized) is 0.658. (3) The peptide sequence is WSTIWRQLY. The MHC is HLA-A68:02 with pseudo-sequence HLA-A68:02. The binding affinity (normalized) is 0.0847.